This data is from Reaction yield outcomes from USPTO patents with 853,638 reactions. The task is: Predict the reaction yield, written as a fraction of the theoretical maximum amount of product (1.0 means a 100% yield; for example, 0.34 means a 34% yield). (1) The reactants are [Br:1][C:2]1[CH:3]=[C:4]([N:8]2[C:12]3=[N:13][CH:14]=[C:15]([C:17]4[CH:21]=[CH:20][N:19]([CH3:22])[N:18]=4)[CH:16]=[C:11]3[C:10]([C:23]([O:25]C)=[O:24])=[N:9]2)[CH:5]=[CH:6][CH:7]=1.O.[OH-].[Li+]. The yield is 0.480. No catalyst specified. The product is [Br:1][C:2]1[CH:3]=[C:4]([N:8]2[C:12]3=[N:13][CH:14]=[C:15]([C:17]4[CH:21]=[CH:20][N:19]([CH3:22])[N:18]=4)[CH:16]=[C:11]3[C:10]([C:23]([OH:25])=[O:24])=[N:9]2)[CH:5]=[CH:6][CH:7]=1. (2) The reactants are Cl[C:2]([O:4][C:5]1[CH:10]=[CH:9][CH:8]=[CH:7][CH:6]=1)=[O:3].[NH2:11][C:12]1[CH:17]=[CH:16][CH:15]=[C:14]([CH3:18])[N:13]=1.N1C=CC=CC=1.O. The catalyst is C1COCC1.C(OCC)(=O)C. The product is [CH3:18][C:14]1[N:13]=[C:12]([NH:11][C:2](=[O:3])[O:4][C:5]2[CH:10]=[CH:9][CH:8]=[CH:7][CH:6]=2)[CH:17]=[CH:16][CH:15]=1. The yield is 0.520. (3) The reactants are [NH2:1][C:2]1[CH:17]=[CH:16][CH:15]=[C:14]([CH3:18])[C:3]=1[C:4]([NH:6][C:7]1[CH:12]=[CH:11][CH:10]=[CH:9][C:8]=1[Cl:13])=[O:5].[Cl:19][CH2:20][C:21](Cl)=O. The catalyst is C(O)(=O)C. The product is [Cl:19][CH2:20][C:21]1[N:6]([C:7]2[CH:12]=[CH:11][CH:10]=[CH:9][C:8]=2[Cl:13])[C:4](=[O:5])[C:3]2[C:2](=[CH:17][CH:16]=[CH:15][C:14]=2[CH3:18])[N:1]=1. The yield is 0.240. (4) The reactants are Cl[C:2]1[CH:7]=[C:6]([C:8]2[CH:13]=[CH:12][C:11]([O:14][C:15]3[CH:20]=[CH:19][C:18]([F:21])=[CH:17][CH:16]=3)=[CH:10][CH:9]=2)[N:5]=[C:4]([C:22]([O:24][CH3:25])=[O:23])[CH:3]=1.[CH3:26][CH2:27]CC[N+](CCCC)(CCCC)CCCC.[F-].CC1(C)C(C)(C)OB(C=C)O1. The catalyst is C1C=CC(P(C2C=CC=CC=2)[C-]2C=CC=C2)=CC=1.C1C=CC(P(C2C=CC=CC=2)[C-]2C=CC=C2)=CC=1.Cl[Pd]Cl.[Fe+2]. The product is [F:21][C:18]1[CH:19]=[CH:20][C:15]([O:14][C:11]2[CH:12]=[CH:13][C:8]([C:6]3[N:5]=[C:4]([C:22]([O:24][CH3:25])=[O:23])[CH:3]=[C:2]([CH:26]=[CH2:27])[CH:7]=3)=[CH:9][CH:10]=2)=[CH:16][CH:17]=1. The yield is 0.590. (5) The reactants are ClC(Cl)(O[C:5](=[O:11])OC(Cl)(Cl)Cl)Cl.O[C@@H]([C@H](O)C(O)=O)C(O)=O.[C:23]1([C@H:29]2[CH2:31][C@@H:30]2[NH2:32])[CH:28]=[CH:27][CH:26]=[CH:25][CH:24]=1.C([O-])(O)=O.[Na+]. The catalyst is C(Cl)Cl. The product is [N:32]([C@H:30]1[CH2:31][C@@H:29]1[C:23]1[CH:28]=[CH:27][CH:26]=[CH:25][CH:24]=1)=[C:5]=[O:11]. The yield is 1.00. (6) The reactants are [NH2:1][C:2]1[CH:7]=[CH:6][C:5]([O:8][C:9]([F:12])([F:11])[F:10])=[CH:4][C:3]=1[C:13]([C:15]1[CH:20]=[CH:19][C:18]([S:21]([CH3:24])(=[O:23])=[O:22])=[CH:17][CH:16]=1)=O.[F:25][C:26]([F:34])([F:33])[C:27](=[O:32])[CH2:28][C:29](=O)[CH3:30].C(O)(C)C. The catalyst is CCCCCCC.C(OCC)(=O)C. The product is [F:25][C:26]([F:34])([F:33])[C:27]([C:28]1[C:29]([CH3:30])=[N:1][C:2]2[C:3]([C:13]=1[C:15]1[CH:20]=[CH:19][C:18]([S:21]([CH3:24])(=[O:23])=[O:22])=[CH:17][CH:16]=1)=[CH:4][C:5]([O:8][C:9]([F:12])([F:11])[F:10])=[CH:6][CH:7]=2)=[O:32]. The yield is 0.450. (7) The reactants are [H-].[Na+].[O:3]=[C:4]([CH2:11][CH2:12][CH3:13])[CH2:5][C:6]([O:8][CH2:9][CH3:10])=[O:7].Br[CH2:15][C:16]1[CH:21]=[CH:20][C:19]([C:22]2[C:23]([C:28]#[N:29])=[CH:24][CH:25]=[CH:26][CH:27]=2)=[CH:18][C:17]=1[F:30].[Cl-].[NH4+]. The catalyst is O1CCCC1.C(OCC)(=O)C. The product is [C:28]([C:23]1[CH:24]=[CH:25][CH:26]=[CH:27][C:22]=1[C:19]1[CH:20]=[CH:21][C:16]([CH2:15][CH:5]([C:4](=[O:3])[CH2:11][CH2:12][CH3:13])[C:6]([O:8][CH2:9][CH3:10])=[O:7])=[C:17]([F:30])[CH:18]=1)#[N:29]. The yield is 0.820. (8) The reactants are C(OC([N:8]1[CH2:13][CH2:12][CH:11]([CH2:14][N:15]2[C:23]3[C:18](=[CH:19][CH:20]=[CH:21][CH:22]=3)[C:17]([S:24]([C:27]3[CH:32]=[CH:31][CH:30]=[CH:29][CH:28]=3)(=[O:26])=[O:25])=[CH:16]2)[CH2:10][CH2:9]1)=O)(C)(C)C.[ClH:33]. The catalyst is O1CCOCC1. The product is [ClH:33].[C:27]1([S:24]([C:17]2[C:18]3[C:23](=[CH:22][CH:21]=[CH:20][CH:19]=3)[N:15]([CH2:14][CH:11]3[CH2:12][CH2:13][NH:8][CH2:9][CH2:10]3)[CH:16]=2)(=[O:25])=[O:26])[CH:28]=[CH:29][CH:30]=[CH:31][CH:32]=1. The yield is 0.820.